This data is from Forward reaction prediction with 1.9M reactions from USPTO patents (1976-2016). The task is: Predict the product of the given reaction. (1) Given the reactants BrN1C(=O)CCC1=O.[Cl:9][C:10]1[N:15]=[C:14](/[CH:16]=[CH:17]/OCC)[C:13]([O:21][CH3:22])=[CH:12][N:11]=1.O.[NH2:24][C:25]1[CH:30]=[CH:29][CH:28]=[CH:27][N:26]=1, predict the reaction product. The product is: [Cl:9][C:10]1[N:15]=[C:14]([C:16]2[N:26]3[CH:27]=[CH:28][CH:29]=[CH:30][C:25]3=[N:24][CH:17]=2)[C:13]([O:21][CH3:22])=[CH:12][N:11]=1. (2) The product is: [Cl:6][C:7]1[CH:8]=[C:9]([C:13]2[N:14]=[C:17]([C@H:18]([OH:20])[CH3:19])[O:16][N:15]=2)[CH:10]=[CH:11][CH:12]=1. Given the reactants C([O-])(=O)C.[Na+].[Cl:6][C:7]1[CH:8]=[C:9]([C:13](=[N:15][O:16][C:17](=O)[C@H:18]([OH:20])[CH3:19])[NH2:14])[CH:10]=[CH:11][CH:12]=1, predict the reaction product. (3) The product is: [ClH:1].[NH2:49][C@@H:26]1[C:25](=[O:57])[N:24]2[CH2:58][C@H:21]([O:20][C:7]3[C:6]4[C:11](=[C:2]([Cl:1])[C:3]([O:59][CH3:60])=[CH:4][CH:5]=4)[N:10]=[C:9]([C:12]4[S:13][CH:14]=[C:15]([CH:17]5[CH2:19][CH2:18]5)[N:16]=4)[CH:8]=3)[CH2:22][C@H:23]2[C:37](=[O:38])[NH:36][C@:35]2([C:40]([NH:41][S:42]([CH:45]3[CH2:46][CH2:47]3)(=[O:43])=[O:44])=[O:48])[CH2:39][C@H:34]2[CH:33]=[CH:32][CH2:31][CH2:30][CH2:29][CH2:28][CH2:27]1. Given the reactants [Cl:1][C:2]1[C:3]([O:59][CH3:60])=[CH:4][CH:5]=[C:6]2[C:11]=1[N:10]=[C:9]([C:12]1[S:13][CH:14]=[C:15]([CH:17]3[CH2:19][CH2:18]3)[N:16]=1)[CH:8]=[C:7]2[O:20][C@H:21]1[CH2:58][N:24]2[C:25](=[O:57])[C@@H:26]([NH:49]C(=O)OC(C)(C)C)[CH2:27][CH2:28][CH2:29][CH2:30][CH2:31][CH:32]=[CH:33][C@@H:34]3[CH2:39][C@@:35]3([C:40](=[O:48])[NH:41][S:42]([CH:45]3[CH2:47][CH2:46]3)(=[O:44])=[O:43])[NH:36][C:37](=[O:38])[C@@H:23]2[CH2:22]1.Cl, predict the reaction product.